Dataset: Forward reaction prediction with 1.9M reactions from USPTO patents (1976-2016). Task: Predict the product of the given reaction. Given the reactants [N+:1]([C:4]1[CH:9]=[CH:8][C:7]([C:10]2([CH2:16][NH2:17])[CH2:15][CH2:14][O:13][CH2:12][CH2:11]2)=[CH:6][CH:5]=1)([O-:3])=[O:2].[O:18](C(OC(C)(C)C)=O)[C:19]([O:21][C:22]([CH3:25])([CH3:24])[CH3:23])=O, predict the reaction product. The product is: [C:22]([O:21][C:19](=[O:18])[NH:17][CH2:16][C:10]1([C:7]2[CH:8]=[CH:9][C:4]([N+:1]([O-:3])=[O:2])=[CH:5][CH:6]=2)[CH2:15][CH2:14][O:13][CH2:12][CH2:11]1)([CH3:25])([CH3:24])[CH3:23].